This data is from Reaction yield outcomes from USPTO patents with 853,638 reactions. The task is: Predict the reaction yield, written as a fraction of the theoretical maximum amount of product (1.0 means a 100% yield; for example, 0.34 means a 34% yield). (1) The yield is 0.500. The product is [CH3:15][O:16][C:17](=[O:43])[C:18]1[CH:23]=[CH:22][CH:21]=[CH:20][C:19]=1[O:24][CH2:25][CH2:26][C:27]1[C:35]2[C:30](=[CH:31][CH:32]=[C:33]([Cl:36])[CH:34]=2)[N:29]([CH:2]([C:9]2[CH:14]=[CH:13][CH:12]=[CH:11][CH:10]=2)[C:3]2[CH:8]=[CH:7][CH:6]=[CH:5][CH:4]=2)[C:28]=1[CH2:37][CH2:38][NH:39][C:40](=[O:42])[CH3:41]. The catalyst is C(#N)C.C(OC(=O)C)C. The reactants are Br[CH:2]([C:9]1[CH:14]=[CH:13][CH:12]=[CH:11][CH:10]=1)[C:3]1[CH:8]=[CH:7][CH:6]=[CH:5][CH:4]=1.[CH3:15][O:16][C:17](=[O:43])[C:18]1[CH:23]=[CH:22][CH:21]=[CH:20][C:19]=1[O:24][CH2:25][CH2:26][C:27]1[C:35]2[C:30](=[CH:31][CH:32]=[C:33]([Cl:36])[CH:34]=2)[NH:29][C:28]=1[CH2:37][CH2:38][NH:39][C:40](=[O:42])[CH3:41].CC(C)([O-])C.[K+].O. (2) The reactants are [N:1]1([CH2:6][CH2:7][CH2:8][O:9][C:10]2[CH:15]=[CH:14][C:13]([C:16]3([CH:22]=O)[CH2:21][CH2:20][O:19][CH2:18][CH2:17]3)=[CH:12][CH:11]=2)[CH2:5][CH2:4][CH2:3][CH2:2]1.[NH:24]1[CH2:28][CH2:27][CH:26]([OH:29])[CH2:25]1. The catalyst is CC(C)[O-].[Ti+4].CC(C)[O-].CC(C)[O-].CC(C)[O-].C(O)C. The product is [N:1]1([CH2:6][CH2:7][CH2:8][O:9][C:10]2[CH:15]=[CH:14][C:13]([C:16]3([CH2:22][N:24]4[CH2:28][CH2:27][CH:26]([OH:29])[CH2:25]4)[CH2:21][CH2:20][O:19][CH2:18][CH2:17]3)=[CH:12][CH:11]=2)[CH2:5][CH2:4][CH2:3][CH2:2]1. The yield is 0.910. (3) The reactants are [Na].[CH3:2][CH:3]([C:6](=O)[CH3:7])[CH:4]=O.[CH2:9]([NH:11][C:12](=[O:16])[CH2:13][C:14]#[N:15])[CH3:10].C(O)(=O)C.N1CCCCC1. The catalyst is CN(C=O)C.C(Cl)(Cl)Cl. The product is [CH2:9]([N:11]1[C:6]([CH3:7])=[C:3]([CH3:4])[CH:2]=[C:13]([C:14]#[N:15])[C:12]1=[O:16])[CH3:10]. The yield is 0.960. (4) The reactants are [Br:1][C:2]1[CH:7]=[CH:6][C:5]([OH:8])=[C:4]([F:9])[C:3]=1[F:10].[H-].[Na+].[CH2:13]([O:15][C:16](=[O:21])[CH2:17][CH2:18][CH2:19]Br)[CH3:14]. The catalyst is CN(C=O)C. The product is [CH2:13]([O:15][C:16](=[O:21])[CH2:17][CH2:18][CH2:19][O:8][C:5]1[CH:6]=[CH:7][C:2]([Br:1])=[C:3]([F:10])[C:4]=1[F:9])[CH3:14]. The yield is 0.760. (5) The reactants are CC([CH2:5][N:6]([CH2:10][CH2:11][N:12]1[CH:16]=[C:15]([C:17]2[CH:18]=[C:19]3[C:24](=[CH:25][CH:26]=2)[N:23]([C:27](=[O:29])[CH3:28])[C@@H:22]([CH3:30])[CH2:21][C@H:20]3[NH:31][C:32]2[CH:37]=[C:36]([F:38])[CH:35]=[CH:34][N:33]=2)[CH:14]=[N:13]1)C(=O)[O-])(C)C.FC(F)(F)C(O)=O.[ClH:46].CCOCC. The catalyst is ClCCl. The product is [ClH:46].[C:27]([N:23]1[C:24]2[C:19](=[CH:18][C:17]([C:15]3[CH:14]=[N:13][N:12]([CH2:11][CH2:10][NH:6][CH3:5])[CH:16]=3)=[CH:26][CH:25]=2)[C@H:20]([NH:31][C:32]2[CH:37]=[C:36]([F:38])[CH:35]=[CH:34][N:33]=2)[CH2:21][C@@H:22]1[CH3:30])(=[O:29])[CH3:28]. The yield is 0.620. (6) The reactants are C([O:8][C:9]1[CH:14]=[C:13]([O:15]CC2C=CC=CC=2)[C:12]([C:23]([CH3:25])=[CH2:24])=[CH:11][C:10]=1[C:26]([N:28]1[CH2:36][C:35]2[C:30](=[CH:31][CH:32]=[C:33]([O:37][CH2:38][CH2:39][N:40]([CH3:42])[CH3:41])[CH:34]=2)[CH2:29]1)=[O:27])C1C=CC=CC=1.[CH3:43]O. The product is [OH:8][C:9]1[CH:14]=[C:13]([OH:15])[C:12]([CH:23]([CH3:24])[CH3:25])=[CH:11][C:10]=1[C:26]([N:28]1[CH2:36][C:35]2[C:30](=[C:31]([CH3:43])[CH:32]=[C:33]([O:37][CH2:38][CH2:39][N:40]([CH3:42])[CH3:41])[CH:34]=2)[CH2:29]1)=[O:27]. The yield is 0.350. The catalyst is [Pd].